Dataset: CYP1A2 inhibition data for predicting drug metabolism from PubChem BioAssay. Task: Regression/Classification. Given a drug SMILES string, predict its absorption, distribution, metabolism, or excretion properties. Task type varies by dataset: regression for continuous measurements (e.g., permeability, clearance, half-life) or binary classification for categorical outcomes (e.g., BBB penetration, CYP inhibition). Dataset: cyp1a2_veith. The molecule is Cc1cc(C)nc(NC(=O)COc2ccc(Cl)cc2)c1. The result is 1 (inhibitor).